From a dataset of Forward reaction prediction with 1.9M reactions from USPTO patents (1976-2016). Predict the product of the given reaction. Given the reactants [CH3:1][S:2]SC.C([Li])CCC.Cl[C:11]1[CH:12]=[C:13]([C:17]2[S:21][C:20]([C:22]([O:24][C:25]([CH3:28])([CH3:27])[CH3:26])=[O:23])=[CH:19][CH:18]=2)[N:14]=[N:15][CH:16]=1.O, predict the reaction product. The product is: [CH3:1][S:2][C:11]1[CH:12]=[C:13]([C:17]2[S:21][C:20]([C:22]([O:24][C:25]([CH3:28])([CH3:27])[CH3:26])=[O:23])=[CH:19][CH:18]=2)[N:14]=[N:15][CH:16]=1.